This data is from NCI-60 drug combinations with 297,098 pairs across 59 cell lines. The task is: Regression. Given two drug SMILES strings and cell line genomic features, predict the synergy score measuring deviation from expected non-interaction effect. (1) Drug 1: CC1=C(N=C(N=C1N)C(CC(=O)N)NCC(C(=O)N)N)C(=O)NC(C(C2=CN=CN2)OC3C(C(C(C(O3)CO)O)O)OC4C(C(C(C(O4)CO)O)OC(=O)N)O)C(=O)NC(C)C(C(C)C(=O)NC(C(C)O)C(=O)NCCC5=NC(=CS5)C6=NC(=CS6)C(=O)NCCC[S+](C)C)O. Drug 2: N.N.Cl[Pt+2]Cl. Cell line: SF-268. Synergy scores: CSS=60.6, Synergy_ZIP=-3.13, Synergy_Bliss=-2.69, Synergy_Loewe=-1.90, Synergy_HSA=2.34. (2) Drug 1: CCCCC(=O)OCC(=O)C1(CC(C2=C(C1)C(=C3C(=C2O)C(=O)C4=C(C3=O)C=CC=C4OC)O)OC5CC(C(C(O5)C)O)NC(=O)C(F)(F)F)O. Drug 2: C1CC(=O)NC(=O)C1N2C(=O)C3=CC=CC=C3C2=O. Cell line: HCT116. Synergy scores: CSS=57.4, Synergy_ZIP=6.76, Synergy_Bliss=5.94, Synergy_Loewe=-16.2, Synergy_HSA=2.94. (3) Drug 1: CC1C(C(CC(O1)OC2CC(CC3=C2C(=C4C(=C3O)C(=O)C5=C(C4=O)C(=CC=C5)OC)O)(C(=O)C)O)N)O.Cl. Drug 2: C1=CC(=CC=C1CCCC(=O)O)N(CCCl)CCCl. Cell line: HCT116. Synergy scores: CSS=57.0, Synergy_ZIP=-4.28, Synergy_Bliss=-5.28, Synergy_Loewe=-4.78, Synergy_HSA=-1.99. (4) Drug 1: CC1=C(C=C(C=C1)NC2=NC=CC(=N2)N(C)C3=CC4=NN(C(=C4C=C3)C)C)S(=O)(=O)N.Cl. Drug 2: C1=NC2=C(N1)C(=S)N=CN2. Cell line: PC-3. Synergy scores: CSS=8.66, Synergy_ZIP=-5.81, Synergy_Bliss=-9.04, Synergy_Loewe=-46.8, Synergy_HSA=-8.36. (5) Drug 1: C1CC(C1)(C(=O)O)C(=O)O.[NH2-].[NH2-].[Pt+2]. Drug 2: C(=O)(N)NO. Cell line: COLO 205. Synergy scores: CSS=4.26, Synergy_ZIP=0.943, Synergy_Bliss=-6.28, Synergy_Loewe=-12.1, Synergy_HSA=-7.70. (6) Drug 1: COC1=CC(=CC(=C1O)OC)C2C3C(COC3=O)C(C4=CC5=C(C=C24)OCO5)OC6C(C(C7C(O6)COC(O7)C8=CC=CS8)O)O. Drug 2: C1CCC(C(C1)N)N.C(=O)(C(=O)[O-])[O-].[Pt+4]. Cell line: DU-145. Synergy scores: CSS=35.1, Synergy_ZIP=-1.92, Synergy_Bliss=-1.72, Synergy_Loewe=-9.22, Synergy_HSA=2.40.